From a dataset of Forward reaction prediction with 1.9M reactions from USPTO patents (1976-2016). Predict the product of the given reaction. (1) Given the reactants [F:1][C:2]1[CH:10]=[CH:9][C:8]([CH3:11])=[CH:7][C:3]=1[C:4]([OH:6])=O.S(Cl)(Cl)=O.[OH:16][CH2:17][CH:18]1[NH:23][CH2:22][CH2:21][N:20]([C:24]([O:26][C:27]([CH3:30])([CH3:29])[CH3:28])=[O:25])[CH2:19]1.C(N(CC)CC)C, predict the reaction product. The product is: [F:1][C:2]1[CH:10]=[CH:9][C:8]([CH3:11])=[CH:7][C:3]=1[C:4]([N:23]1[CH2:22][CH2:21][N:20]([C:24]([O:26][C:27]([CH3:28])([CH3:29])[CH3:30])=[O:25])[CH2:19][CH:18]1[CH2:17][OH:16])=[O:6]. (2) Given the reactants Br[C:2]1[CH:3]=[C:4]([N:22]([CH2:29][CH3:30])[CH:23]2[CH2:28][CH2:27][O:26][CH2:25][CH2:24]2)[C:5]([CH3:21])=[C:6]([CH:20]=1)[C:7]([NH:9][CH2:10][C:11]1[C:12](=[O:19])[NH:13][C:14]([CH3:18])=[CH:15][C:16]=1[CH3:17])=[O:8].[CH3:31][C:32]1[CH:33]=[C:34]([CH:37]=[CH:38][C:39]=1B1OC(C)(C)C(C)(C)O1)[CH:35]=[O:36].C([O-])([O-])=O.[Na+].[Na+], predict the reaction product. The product is: [CH3:17][C:16]1[CH:15]=[C:14]([CH3:18])[NH:13][C:12](=[O:19])[C:11]=1[CH2:10][NH:9][C:7]([C:6]1[CH:20]=[C:2]([C:39]2[CH:38]=[CH:37][C:34]([CH:35]=[O:36])=[CH:33][C:32]=2[CH3:31])[CH:3]=[C:4]([N:22]([CH2:29][CH3:30])[CH:23]2[CH2:28][CH2:27][O:26][CH2:25][CH2:24]2)[C:5]=1[CH3:21])=[O:8].